Dataset: Forward reaction prediction with 1.9M reactions from USPTO patents (1976-2016). Task: Predict the product of the given reaction. (1) Given the reactants [ClH:1].Cl.NCCN1C2C(NC3C=CC(OC4C=CC=C(OCC(C)(C)C)C=4)=C(C)C=3)=NC=NC=2C=C1.CS(CC(O)=O)(=O)=O.ON1C2C=CC=CC=2N=N1.Cl.C(N=C=NCCCN(C)C)C.[CH3:66][C:67]([CH3:105])([CH3:104])[CH2:68][O:69][C:70]1[CH:71]=[C:72]([CH:101]=[CH:102][CH:103]=1)[O:73][C:74]1[CH:79]=[CH:78][C:77]([NH:80][C:81]2[C:82]3[N:89]([CH2:90][CH2:91][NH:92][C:93](=[O:99])[CH2:94][S:95]([CH3:98])(=[O:97])=[O:96])[CH:88]=[CH:87][C:83]=3[N:84]=[CH:85][N:86]=2)=[CH:76][C:75]=1[CH3:100].Cl.C(OCC)(=O)C, predict the reaction product. The product is: [ClH:1].[CH3:66][C:67]([CH3:105])([CH3:104])[CH2:68][O:69][C:70]1[CH:71]=[C:72]([CH:101]=[CH:102][CH:103]=1)[O:73][C:74]1[CH:79]=[CH:78][C:77]([NH:80][C:81]2[C:82]3[N:89]([CH2:90][CH2:91][NH:92][C:93](=[O:99])[CH2:94][S:95]([CH3:98])(=[O:96])=[O:97])[CH:88]=[CH:87][C:83]=3[N:84]=[CH:85][N:86]=2)=[CH:76][C:75]=1[CH3:100]. (2) Given the reactants [CH3:1][C:2]1[CH:7]=[CH:6][C:5]([S:8]([NH:11][C@H:12]([CH2:16][C:17]#[CH:18])[C:13]([OH:15])=[O:14])(=[O:10])=[O:9])=[CH:4][CH:3]=1.[N:19]([C@@H:22]1[CH2:31][CH2:30][CH2:29][C:28]2[CH:27]=[C:26]([C:32]([O:34][CH3:35])=[O:33])[CH:25]=[CH:24][C:23]1=2)=[N+:20]=[N-:21].O=C1O[C@H]([C@H](CO)O)C([O-])=C1O.[Na+], predict the reaction product. The product is: [CH3:35][O:34][C:32]([C:26]1[CH:27]=[C:28]2[C:23](=[CH:24][CH:25]=1)[C@H:22]([N:19]1[CH:18]=[C:17]([CH2:16][C@@H:12]([NH:11][S:8]([C:5]3[CH:6]=[CH:7][C:2]([CH3:1])=[CH:3][CH:4]=3)(=[O:9])=[O:10])[C:13]([OH:15])=[O:14])[N:21]=[N:20]1)[CH2:31][CH2:30][CH2:29]2)=[O:33]. (3) Given the reactants F[C:2]1[CH:11]=[C:10]2[C:5]([C:6](=[O:12])[NH:7][CH:8]=[N:9]2)=[CH:4][CH:3]=1.[C:13]1([C:19]2([CH2:25][OH:26])[CH2:24][CH2:23][NH:22][CH2:21][CH2:20]2)[CH:18]=[CH:17][CH:16]=[CH:15][CH:14]=1.C(OCC)(=O)C.[OH-].[K+], predict the reaction product. The product is: [C:13]1([C:19]2([CH2:25][O:26][C:2]3[CH:11]=[C:10]4[C:5]([C:6](=[O:12])[NH:7][CH:8]=[N:9]4)=[CH:4][CH:3]=3)[CH2:20][CH2:21][NH:22][CH2:23][CH2:24]2)[CH:14]=[CH:15][CH:16]=[CH:17][CH:18]=1. (4) The product is: [NH3:26].[CH2:51]([O:58][C:59]1[CH:64]=[CH:63][C:62]([C@@H:65]([O:68][Si:69]([C:72]([CH3:75])([CH3:74])[CH3:73])([CH3:71])[CH3:70])[CH2:66][NH:26][CH2:25][CH2:24][C:21]2[CH:20]=[CH:19][C:18]([O:17][CH2:16][CH2:15][C:12]3[CH:13]=[CH:14][C:9]([O:8][CH2:1][C:2]4[CH:3]=[CH:4][CH:5]=[CH:6][CH:7]=4)=[C:10]([C@@H:34]([C:44]4[CH:45]=[CH:46][CH:47]=[CH:48][CH:49]=4)[CH2:35][CH2:36][N:37]([CH:38]([CH3:40])[CH3:39])[CH:41]([CH3:43])[CH3:42])[CH:11]=3)=[CH:23][CH:22]=2)=[CH:61][C:60]=1[CH2:76][OH:77])[C:52]1[CH:57]=[CH:56][CH:55]=[CH:54][CH:53]=1. Given the reactants [CH2:1]([O:8][C:9]1[CH:14]=[CH:13][C:12]([CH2:15][CH2:16][O:17][C:18]2[CH:23]=[CH:22][C:21]([CH2:24][CH2:25][NH:26]C(=O)OC(C)(C)C)=[CH:20][CH:19]=2)=[CH:11][C:10]=1[C@@H:34]([C:44]1[CH:49]=[CH:48][CH:47]=[CH:46][CH:45]=1)[CH2:35][CH2:36][N:37]([CH:41]([CH3:43])[CH3:42])[CH:38]([CH3:40])[CH3:39])[C:2]1[CH:7]=[CH:6][CH:5]=[CH:4][CH:3]=1.Cl.[CH2:51]([O:58][C:59]1[CH:64]=[CH:63][C:62]([C@@H:65]([O:68][Si:69]([C:72]([CH3:75])([CH3:74])[CH3:73])([CH3:71])[CH3:70])[CH2:66]Br)=[CH:61][C:60]=1[CH2:76][OH:77])[C:52]1[CH:57]=[CH:56][CH:55]=[CH:54][CH:53]=1.C(=O)([O-])O.[Na+], predict the reaction product. (5) The product is: [CH3:1][O:2][C:3](=[O:28])[CH:4]([NH:12][C:13]([C:15]1[CH:20]=[CH:19][C:18]([C:21]2[CH:22]=[CH:23][C:24]([O:27][CH2:29][C:30]3[CH:37]=[CH:36][CH:35]=[C:32]([CH3:33])[CH:31]=3)=[CH:25][CH:26]=2)=[CH:17][CH:16]=1)=[O:14])[CH2:5][C:6]1[CH:7]=[CH:8][CH:9]=[CH:10][CH:11]=1. Given the reactants [CH3:1][O:2][C:3](=[O:28])[CH:4]([NH:12][C:13]([C:15]1[CH:20]=[CH:19][C:18]([C:21]2[CH:26]=[CH:25][C:24]([OH:27])=[CH:23][CH:22]=2)=[CH:17][CH:16]=1)=[O:14])[CH2:5][C:6]1[CH:11]=[CH:10][CH:9]=[CH:8][CH:7]=1.[CH3:29][C:30]1[CH:31]=[C:32]([CH:35]=[CH:36][CH:37]=1)[CH2:33]Br, predict the reaction product. (6) Given the reactants [C:1]([O:7][CH2:8][C:9]1[CH:14]=[CH:13][CH:12]=[CH:11][CH:10]=1)(=[O:6])[CH2:2][C:3]([CH3:5])=[O:4].C(OCC)(=O)CC(C)=O, predict the reaction product. The product is: [OH:4][CH:3]([CH3:5])[CH2:2][C:1]([O:7][CH2:8][C:9]1[CH:14]=[CH:13][CH:12]=[CH:11][CH:10]=1)=[O:6]. (7) Given the reactants [N+:1]([C:4]1[CH:12]=[CH:11][CH:10]=[CH:9][C:5]=1[C:6]([OH:8])=[O:7])([O-])=O, predict the reaction product. The product is: [NH2:1][C:4]1[CH:12]=[CH:11][CH:10]=[CH:9][C:5]=1[C:6]([OH:8])=[O:7].